From a dataset of Reaction yield outcomes from USPTO patents with 853,638 reactions. Predict the reaction yield, written as a fraction of the theoretical maximum amount of product (1.0 means a 100% yield; for example, 0.34 means a 34% yield). The reactants are [Si:1]([O:8][CH2:9][CH:10]([CH2:13][O:14][Si:15]([C:18]([CH3:21])([CH3:20])[CH3:19])([CH3:17])[CH3:16])[CH2:11][OH:12])([C:4]([CH3:7])([CH3:6])[CH3:5])([CH3:3])[CH3:2].C(N(CC)CC)C.[CH3:29][S:30](Cl)(=[O:32])=[O:31]. The catalyst is ClCCl.O.C(OCC)(=O)C. The product is [Si:1]([O:8][CH2:9][CH:10]([CH2:13][O:14][Si:15]([C:18]([CH3:21])([CH3:20])[CH3:19])([CH3:16])[CH3:17])[CH2:11][O:12][S:30]([CH3:29])(=[O:32])=[O:31])([C:4]([CH3:5])([CH3:7])[CH3:6])([CH3:3])[CH3:2]. The yield is 0.970.